Predict the product of the given reaction. From a dataset of Forward reaction prediction with 1.9M reactions from USPTO patents (1976-2016). (1) Given the reactants [NH2:1][C:2]1[CH2:3][C:4]([C:23]([O:25][CH2:26][CH3:27])=[O:24])=[CH:5][C:6]2[CH:12]=[C:11]([O:13][CH3:14])[C:10](OS(C(F)(F)F)(=O)=O)=[CH:9][C:7]=2[N:8]=1.[N:28]1([C:33]([C:35]2[CH:40]=[CH:39][C:38](B(O)O)=[CH:37][CH:36]=2)=[O:34])[CH2:32][CH2:31][CH2:30][CH2:29]1.O.[K].[K].C1(P(C2C=CC(S(O)(=O)=O)=CC=2)C2C=CC(S(O)(=O)=O)=CC=2)C=CC=CC=1.C([O-])([O-])=O.[Na+].[Na+], predict the reaction product. The product is: [NH2:1][C:2]1[CH2:3][C:4]([C:23]([O:25][CH2:26][CH3:27])=[O:24])=[CH:5][C:6]2[CH:12]=[C:11]([O:13][CH3:14])[C:10]([C:38]3[CH:37]=[CH:36][C:35]([C:33]([N:28]4[CH2:29][CH2:30][CH2:31][CH2:32]4)=[O:34])=[CH:40][CH:39]=3)=[CH:9][C:7]=2[N:8]=1. (2) Given the reactants [Cl:1][C:2]1[CH:3]=[C:4]([N:9]2[CH:13]=[C:12]([CH2:14][NH:15][C:16]3[NH:17][CH:18]=[CH:19][N:20]=3)[N:11]=[CH:10]2)[CH:5]=[CH:6][C:7]=1[Cl:8].[BH4-].[Na+].[CH3:23]COC(C)=O, predict the reaction product. The product is: [ClH:1].[Cl:1][C:2]1[CH:3]=[C:4]([N:9]2[CH:13]=[C:12]([CH2:14][N:15]3[CH:23]=[CH:18][N:17]=[C:16]3[NH:20][CH3:19])[N:11]=[CH:10]2)[CH:5]=[CH:6][C:7]=1[Cl:8]. (3) Given the reactants [OH-].[Li+].[CH:3]1([C@H:9]([NH:14][C:15]([C:17]2[CH:22]=[CH:21][C:20]([C:23]3[CH:28]=[CH:27][N:26]=[CH:25][CH:24]=3)=[CH:19][C:18]=2[NH:29][C:30]([NH:32][C:33]2[C:38]([CH3:39])=[CH:37][CH:36]=[CH:35][C:34]=2[CH3:40])=[O:31])=[O:16])[C:10]([O:12]C)=[O:11])[CH2:8][CH2:7][CH2:6][CH2:5][CH2:4]1.CO.O, predict the reaction product. The product is: [CH:3]1([C@H:9]([NH:14][C:15]([C:17]2[CH:22]=[CH:21][C:20]([C:23]3[CH:24]=[CH:25][N:26]=[CH:27][CH:28]=3)=[CH:19][C:18]=2[NH:29][C:30]([NH:32][C:33]2[C:34]([CH3:40])=[CH:35][CH:36]=[CH:37][C:38]=2[CH3:39])=[O:31])=[O:16])[C:10]([OH:12])=[O:11])[CH2:4][CH2:5][CH2:6][CH2:7][CH2:8]1. (4) The product is: [NH:1]1[C:13]2[NH:12][C:11]3[C:6](=[CH:7][CH:8]=[CH:9][CH:10]=3)[C:5]=2[N:4]=[N:3][C:2]1=[N:16][NH2:17]. Given the reactants [NH:1]1[C:13]2[NH:12][C:11]3[C:6](=[CH:7][CH:8]=[CH:9][CH:10]=3)[C:5]=2[N:4]=[N:3][C:2]1=S.O.[NH2:16][NH2:17], predict the reaction product. (5) Given the reactants Br[C:2]1[CH:7]=[CH:6][CH:5]=[CH:4][C:3]=1[N:8]1[C:16]2[CH:15]=[CH:14][C:13]([CH3:17])=[CH:12][C:11]=2[C:10]2[CH2:18][N:19]([CH3:22])[CH2:20][CH2:21][C:9]1=2.N1C=C[CH:26]=[C:25](B(O)O)[CH:24]=1.[O-]P([O-])([O-])=O.[K+].[K+].[K+].[CH3:40][N:41]([CH:43]=O)C.O, predict the reaction product. The product is: [CH3:22][N:19]1[CH2:20][CH2:21][C:9]2[N:8]([C:3]3[CH:2]=[CH:26][CH:25]=[CH:24][C:4]=3[C:5]3[CH:40]=[N:41][CH:43]=[CH:7][CH:6]=3)[C:16]3[CH:15]=[CH:14][C:13]([CH3:17])=[CH:12][C:11]=3[C:10]=2[CH2:18]1. (6) Given the reactants [CH3:1][C:2]1[N:6]([C:7]2[CH:12]=[CH:11][C:10]([CH3:13])=[CH:9][CH:8]=2)[N:5]=[CH:4][C:3]=1[C:14]([OH:16])=O.S(Cl)(Cl)=O.C[N:22](C)C=O.N, predict the reaction product. The product is: [CH3:1][C:2]1[N:6]([C:7]2[CH:12]=[CH:11][C:10]([CH3:13])=[CH:9][CH:8]=2)[N:5]=[CH:4][C:3]=1[C:14]([NH2:22])=[O:16]. (7) Given the reactants [CH2:1]([S:4]([C:7]1[CH:12]=[CH:11][CH:10]=[CH:9][C:8]=1[NH2:13])(=[O:6])=[O:5])[CH2:2][CH3:3].[H-].[Na+].[Cl:16][C:17]1[N:22]=[C:21](Cl)[C:20]([Cl:24])=[CH:19][N:18]=1.[Cl-].[NH4+], predict the reaction product. The product is: [Cl:16][C:17]1[N:22]=[C:21]([NH:13][C:8]2[CH:9]=[CH:10][CH:11]=[CH:12][C:7]=2[S:4]([CH2:1][CH2:2][CH3:3])(=[O:6])=[O:5])[C:20]([Cl:24])=[CH:19][N:18]=1. (8) Given the reactants COC1C=C(OC)C=CC=1[CH2:5][N:6](C)[C:7]1[CH:15]=[C:14]2[C:10]([CH2:11][O:12][C:13]2=[C:16]2[C:24]3[C:19](=[CH:20][CH:21]=[CH:22][CH:23]=3)[N:18]([CH2:25][OH:26])[C:17]2=[O:27])=[CH:9][CH:8]=1, predict the reaction product. The product is: [OH:26][CH2:25][N:18]1[C:19]2[C:24](=[CH:23][CH:22]=[CH:21][CH:20]=2)[C:16](=[C:13]2[C:14]3[C:10](=[CH:9][CH:8]=[C:7]([NH:6][CH3:5])[CH:15]=3)[CH2:11][O:12]2)[C:17]1=[O:27].